From a dataset of Full USPTO retrosynthesis dataset with 1.9M reactions from patents (1976-2016). Predict the reactants needed to synthesize the given product. (1) The reactants are: [ClH:1].[F:2][C:3]1[CH:8]=[CH:7][C:6]([CH:9]2[CH2:14][N:13]([C:15]3[N:20]([CH3:21])[C:19](=[O:22])[CH:18]=[C:17]([C:23]4[CH:28]=[CH:27][N:26]=[CH:25][CH:24]=4)[N:16]=3)[CH2:12][CH2:11][NH:10]2)=[C:5]([O:29][CH3:30])[CH:4]=1.C(OCC)C. Given the product [ClH:1].[ClH:1].[F:2][C:3]1[CH:8]=[CH:7][C:6]([CH:9]2[CH2:14][N:13]([C:15]3[N:20]([CH3:21])[C:19](=[O:22])[CH:18]=[C:17]([C:23]4[CH:24]=[CH:25][N:26]=[CH:27][CH:28]=4)[N:16]=3)[CH2:12][CH2:11][NH:10]2)=[C:5]([O:29][CH3:30])[CH:4]=1, predict the reactants needed to synthesize it. (2) Given the product [N:1]1([CH2:6][CH:7]2[CH2:12][CH2:11][N:10]([C:13]3[CH:14]=[C:15]([CH:18]=[CH:19][CH:20]=3)[CH2:16][N:21]3[CH2:26][CH2:25][O:24][CH2:23][CH2:22]3)[CH2:9][CH2:8]2)[CH2:5][CH2:4][CH2:3][CH2:2]1, predict the reactants needed to synthesize it. The reactants are: [N:1]1([CH2:6][CH:7]2[CH2:12][CH2:11][N:10]([C:13]3[CH:14]=[C:15]([CH:18]=[CH:19][CH:20]=3)[CH:16]=O)[CH2:9][CH2:8]2)[CH2:5][CH2:4][CH2:3][CH2:2]1.[NH:21]1[CH2:26][CH2:25][O:24][CH2:23][CH2:22]1. (3) Given the product [CH2:1]([OH:10])[CH:2]=[CH:3][C:4]1[CH:9]=[CH:8][CH:7]=[CH:6][CH:5]=1, predict the reactants needed to synthesize it. The reactants are: [CH:1](=[O:10])[CH:2]=[CH:3][C:4]1[CH:9]=[CH:8][CH:7]=[CH:6][CH:5]=1.C(O)(=O)C=CC1C=CC=CC=1.ClC(OCC)=O.[BH4-].[Na+]. (4) Given the product [CH:1]1[N:2]=[CH:3][N:4]2[CH2:9][CH2:8][CH2:7][CH:6]([CH:10]3[CH2:14][CH2:13][NH:12][C:11]3=[O:15])[C:5]=12, predict the reactants needed to synthesize it. The reactants are: [CH:1]1[N:2]=[CH:3][N:4]2[CH2:9][CH2:8][CH2:7][C:6](=[C:10]3[CH2:14][CH2:13][NH:12][C:11]3=[O:15])[C:5]=12. (5) The reactants are: [CH2:1]([O:8][C:9]1[C:35]([Cl:36])=[CH:34][C:12]([C:13]([NH:15][C:16]2[CH:21]=[CH:20][CH:19]=[CH:18][C:17]=2[O:22][CH2:23][CH2:24][CH2:25][O:26][Si](C(C)(C)C)(C)C)=[O:14])=[CH:11][C:10]=1[Cl:37])[C:2]1[CH:7]=[CH:6][CH:5]=[CH:4][CH:3]=1.[F-].C([N+](CCCC)(CCCC)CCCC)CCC.C(O)(=O)CC(CC(O)=O)(C(O)=O)O. Given the product [CH2:1]([O:8][C:9]1[C:10]([Cl:37])=[CH:11][C:12]([C:13]([NH:15][C:16]2[CH:21]=[CH:20][CH:19]=[CH:18][C:17]=2[O:22][CH2:23][CH2:24][CH2:25][OH:26])=[O:14])=[CH:34][C:35]=1[Cl:36])[C:2]1[CH:3]=[CH:4][CH:5]=[CH:6][CH:7]=1, predict the reactants needed to synthesize it. (6) Given the product [S:1]1[CH:5]=[C:4]([CH:22]([NH:13][C:14]2[CH:19]=[CH:18][CH:17]=[CH:16][CH:15]=2)[C:23]([OH:25])=[O:24])[C:3]2[CH:9]=[CH:10][CH:11]=[CH:12][C:2]1=2, predict the reactants needed to synthesize it. The reactants are: [S:1]1[CH:5]=[C:4](B(O)O)[C:3]2[CH:9]=[CH:10][CH:11]=[CH:12][C:2]1=2.[NH2:13][C:14]1[CH:19]=[CH:18][CH:17]=[CH:16][CH:15]=1.O.O=[CH:22][C:23]([OH:25])=[O:24]. (7) Given the product [Cl:49][C:48]1[CH:47]=[CH:46][CH:45]=[C:44]([Cl:50])[C:43]=1[C:42]([NH:41][C@H:40]([C:52]([OH:54])=[O:53])[CH2:39][C:36]1[N:37]=[CH:38][C:33]([C:30]2[CH2:29][CH2:28][N:27]([C:60]([C:57]3([OH:56])[CH2:59][CH2:58]3)=[O:61])[CH2:32][CH:31]=2)=[CH:34][CH:35]=1)=[O:51], predict the reactants needed to synthesize it. The reactants are: CN(C(ON1N=NC2C=CC=NC1=2)=[N+](C)C)C.F[P-](F)(F)(F)(F)F.Cl.Cl.[NH:27]1[CH2:32][CH:31]=[C:30]([C:33]2[CH:34]=[CH:35][C:36]([CH2:39][C@@H:40]([C:52]([O:54]C)=[O:53])[NH:41][C:42](=[O:51])[C:43]3[C:48]([Cl:49])=[CH:47][CH:46]=[CH:45][C:44]=3[Cl:50])=[N:37][CH:38]=2)[CH2:29][CH2:28]1.[OH:56][C:57]1([C:60](O)=[O:61])[CH2:59][CH2:58]1.C(N(CC)CC)C. (8) Given the product [CH3:1][C:2]1[C:3]([N:13]2[CH2:14][CH2:15][N:16]([CH2:19][CH2:20][O:21][CH3:22])[CH2:17][CH2:18]2)=[CH:4][C:5]([O:11][CH3:12])=[C:6]([CH:7]=1)[NH2:8], predict the reactants needed to synthesize it. The reactants are: [CH3:1][C:2]1[CH:7]=[C:6]([N+:8]([O-])=O)[C:5]([O:11][CH3:12])=[CH:4][C:3]=1[N:13]1[CH2:18][CH2:17][N:16]([CH2:19][CH2:20][O:21][CH3:22])[CH2:15][CH2:14]1. (9) Given the product [Br:1][C:6]1[CH:5]=[N:4][S:3][C:7]=1[N:8]([C:18]([O:20][CH2:21][C:22]([Cl:23])([Cl:24])[Cl:25])=[O:19])[C@H:9]([C:14]([O:16][CH3:17])=[O:15])[CH2:10][CH:11]([CH3:12])[CH3:13], predict the reactants needed to synthesize it. The reactants are: [Br:1]Br.[S:3]1[C:7]([N:8]([C:18]([O:20][CH2:21][C:22]([Cl:25])([Cl:24])[Cl:23])=[O:19])[C@H:9]([C:14]([O:16][CH3:17])=[O:15])[CH2:10][CH:11]([CH3:13])[CH3:12])=[CH:6][CH:5]=[N:4]1.C(=O)(O)[O-].[K+].